Dataset: Forward reaction prediction with 1.9M reactions from USPTO patents (1976-2016). Task: Predict the product of the given reaction. (1) Given the reactants [Cl:1][C:2]1[CH:7]=[CH:6][CH:5]=[C:4]([Cl:8])[C:3]=1[C:9]1[C:10]([OH:15])=[CH:11][CH:12]=[CH:13][CH:14]=1.C(NC(C)C)(C)C.C1C(=O)N([Br:30])C(=O)C1, predict the reaction product. The product is: [Br:30][C:11]1[CH:12]=[CH:13][CH:14]=[C:9]([C:3]2[C:2]([Cl:1])=[CH:7][CH:6]=[CH:5][C:4]=2[Cl:8])[C:10]=1[OH:15]. (2) Given the reactants [C:1]1(B(O)O)[CH:6]=[CH:5][CH:4]=[CH:3][CH:2]=1.Cl.N[C@@H]1[CH2:17][CH2:16][CH2:15][CH2:14][C@H:13]1[OH:18].C[Si]([N-][Si](C)(C)C)(C)C.[Na+].C1C[O:32]CC1, predict the reaction product. The product is: [C:1]1([CH:14]2[C:15](=[O:32])[CH2:16][CH2:17][O:18][CH2:13]2)[CH:6]=[CH:5][CH:4]=[CH:3][CH:2]=1. (3) Given the reactants [Cl-].[CH3:2][NH:3][CH3:4].[OH:5][C:6]1([C:19]2[S:20][C:21]([C:24]3[CH:29]=[C:28]([CH3:30])[CH:27]=[C:26]([NH:31][C:32]4[CH:37]=[C:36]([C:38]5[CH:39]=[N:40][NH:41][CH:42]=5)[CH:35]=[CH:34][N:33]=4)[N:25]=3)=[CH:22][N:23]=2)[CH2:15][CH2:14][CH2:13][C:12]2[CH:11]=[C:10]([C:16](O)=[O:17])[CH:9]=[CH:8][C:7]1=2.C(Cl)CCl.C1C=CC2N(O)N=NC=2C=1.C(N(CC)CC)C, predict the reaction product. The product is: [CH3:2][N:3]([CH3:4])[C:16]([C:10]1[CH:9]=[CH:8][C:7]2[C:6]([OH:5])([C:19]3[S:20][C:21]([C:24]4[CH:29]=[C:28]([CH3:30])[CH:27]=[C:26]([NH:31][C:32]5[CH:37]=[C:36]([C:38]6[CH:39]=[N:40][NH:41][CH:42]=6)[CH:35]=[CH:34][N:33]=5)[N:25]=4)=[CH:22][N:23]=3)[CH2:15][CH2:14][CH2:13][C:12]=2[CH:11]=1)=[O:17]. (4) The product is: [Cl:7][C:8]1[CH:31]=[CH:30][C:11](/[CH:12]=[CH:13]/[C@@H:14]([OH:15])[CH:19]([NH:20][C:21](=[O:27])[O:22][C:23]([CH3:26])([CH3:25])[CH3:24])[CH2:18][OH:1])=[CH:10][CH:9]=1. Given the reactants [O:1]1CCCOC1.[Cl:7][C:8]1[CH:31]=[CH:30][C:11](/[CH:12]=[CH:13]/[C@@H:14]2[CH:19]([NH:20][C:21](=[O:27])[O:22][C:23]([CH3:26])([CH3:25])[CH3:24])[CH2:18]CC(C)(C)[O:15]2)=[CH:10][CH:9]=1.CC1C=CC(S(O)(=O)=O)=CC=1, predict the reaction product. (5) Given the reactants Cl[C:2]1[NH:6][C:5]2[CH:7]=[CH:8][CH:9]=[CH:10][C:4]=2[N:3]=1.[O:11]1[C:15]2([CH2:20][CH2:19][NH:18][CH2:17][CH2:16]2)[O:14][CH2:13][CH2:12]1.C(N(C(C)C)CC)(C)C, predict the reaction product. The product is: [NH:3]1[C:4]2[CH:10]=[CH:9][CH:8]=[CH:7][C:5]=2[N:6]=[C:2]1[N:18]1[CH2:19][CH2:20][C:15]2([O:14][CH2:13][CH2:12][O:11]2)[CH2:16][CH2:17]1. (6) Given the reactants [CH:1]1([NH2:7])[CH2:6][CH2:5][CH2:4][CH2:3][CH2:2]1.C([N:10]([CH2:13][CH3:14])CC)C.[C:15](Cl)(=[O:28])[C:16]1[CH:27]=[C:23]([C:24](Cl)=[O:25])[CH:22]=[C:18]([C:19](Cl)=[O:20])[CH:17]=1, predict the reaction product. The product is: [CH:1]1([NH:7][C:15]([C:16]2[CH:27]=[C:23]([C:24]([NH:7][CH:1]3[CH2:6][CH2:5][CH2:4][CH2:3][CH2:2]3)=[O:25])[CH:22]=[C:18]([C:19]([NH:10][CH:13]3[CH2:14][CH2:3][CH2:2][CH2:1][CH2:6]3)=[O:20])[CH:17]=2)=[O:28])[CH2:6][CH2:5][CH2:4][CH2:3][CH2:2]1.